This data is from Full USPTO retrosynthesis dataset with 1.9M reactions from patents (1976-2016). The task is: Predict the reactants needed to synthesize the given product. (1) Given the product [C:16]([O:1][C:2]1[C:11]([CH3:12])=[CH:10][C:5]([C:6]([O:8][CH3:9])=[O:7])=[CH:4][C:3]=1[CH2:13][CH:14]=[CH2:15])(=[O:18])[CH3:17], predict the reactants needed to synthesize it. The reactants are: [OH:1][C:2]1[C:11]([CH3:12])=[CH:10][C:5]([C:6]([O:8][CH3:9])=[O:7])=[CH:4][C:3]=1[CH2:13][CH:14]=[CH2:15].[C:16](OC(=O)C)(=[O:18])[CH3:17]. (2) Given the product [NH2:1][C:4]1[N:12]=[C:11]2[C:7]([N:8]=[CH:9][N:10]2[C@@H:13]2[O:26][C@:25]([CH3:37])([CH2:27][O:28][C:29](=[O:36])[C:30]3[CH:31]=[CH:32][CH:33]=[CH:34][CH:35]=3)[C@@H:15]([O:16][C:17](=[O:24])[C:18]3[CH:23]=[CH:22][CH:21]=[CH:20][CH:19]=3)[C@@H:14]2[F:38])=[C:6]([NH2:39])[N:5]=1, predict the reactants needed to synthesize it. The reactants are: [N:1]([C:4]1[N:12]=[C:11]2[C:7]([N:8]=[CH:9][N:10]2[C@@H:13]2[O:26][C@:25]([CH3:37])([CH2:27][O:28][C:29](=[O:36])[C:30]3[CH:35]=[CH:34][CH:33]=[CH:32][CH:31]=3)[C@@H:15]([O:16][C:17](=[O:24])[C:18]3[CH:23]=[CH:22][CH:21]=[CH:20][CH:19]=3)[C@@H:14]2[F:38])=[C:6]([N:39]=[N+]=[N-])[N:5]=1)=[N+]=[N-].